Task: Predict which catalyst facilitates the given reaction.. Dataset: Catalyst prediction with 721,799 reactions and 888 catalyst types from USPTO (1) Reactant: [N:1]1[CH:6]=[CH:5][CH:4]=[C:3]([C:7]2[N:16]=[CH:15][C:14]3[C:9](=[C:10]([C:17]([OH:19])=O)[CH:11]=[CH:12][CH:13]=3)[N:8]=2)[CH:2]=1.[S:20]1[CH:24]=[CH:23][N:22]=[C:21]1[NH2:25].CN(C(ON1N=NC2C=CC=NC1=2)=[N+](C)C)C.F[P-](F)(F)(F)(F)F.CCN(C(C)C)C(C)C. Product: [N:1]1[CH:6]=[CH:5][CH:4]=[C:3]([C:7]2[N:16]=[CH:15][C:14]3[C:9](=[C:10]([C:17]([NH:25][C:21]4[S:20][CH:24]=[CH:23][N:22]=4)=[O:19])[CH:11]=[CH:12][CH:13]=3)[N:8]=2)[CH:2]=1. The catalyst class is: 18. (2) Reactant: [CH3:1][O-:2].[Na+].[CH3:4][CH:5]([NH:9][C:10]1[N:15]2[N:16]=[CH:17][C:18]([C:19]([O:21][CH3:22])=[O:20])=[C:14]2[N:13]=[C:12](Cl)[C:11]=1[C:24]1[S:25][CH:26]=[CH:27][C:28]=1[CH3:29])[CH:6]([CH3:8])[CH3:7].O. Product: [CH3:4][CH:5]([NH:9][C:10]1[N:15]2[N:16]=[CH:17][C:18]([C:19]([O:21][CH3:22])=[O:20])=[C:14]2[N:13]=[C:12]([O:2][CH3:1])[C:11]=1[C:24]1[S:25][CH:26]=[CH:27][C:28]=1[CH3:29])[CH:6]([CH3:8])[CH3:7]. The catalyst class is: 5. (3) Reactant: [C:1]([C:5]1[CH:10]=[CH:9][CH:8]=[CH:7][CH:6]=1)(=O)[CH2:2][CH3:3].[NH:11]1[C:21]2[C:16](=[CH:17][CH:18]=[CH:19][CH:20]=2)[C:14](=O)[C:12]1=[O:13].[OH-:22].[K+]. Product: [CH3:3][C:2]1[C:1]([C:5]2[CH:10]=[CH:9][CH:8]=[CH:7][CH:6]=2)=[N:11][C:21]2[C:16]([C:14]=1[C:12]([OH:22])=[O:13])=[CH:17][CH:18]=[CH:19][CH:20]=2. The catalyst class is: 8. (4) Reactant: [CH2:1]([O:5][CH2:6][CH2:7][O:8][C:9]1[CH:14]=[CH:13][C:12]([C:15]2[CH:16]=[CH:17][C:18]3[NH:24][CH2:23][CH2:22][C:21]([C:25]([NH:27][C:28]4[CH:33]=[CH:32][C:31]([CH:34]([OH:43])[C:35]5[CH:40]=[C:39]([CH3:41])[CH:38]=[CH:37][N+:36]=5[O-:42])=[C:30]([C:44]([F:47])([F:46])[F:45])[CH:29]=4)=[O:26])=[CH:20][C:19]=3[CH:48]=2)=[CH:11][CH:10]=1)[CH2:2][CH2:3][CH3:4].C(=O)(O)[O-].[Na+]. Product: [CH2:1]([O:5][CH2:6][CH2:7][O:8][C:9]1[CH:10]=[CH:11][C:12]([C:15]2[CH:16]=[CH:17][C:18]3[N:24]([CH2:11][CH:12]([CH3:15])[CH3:13])[CH2:23][CH2:22][C:21]([C:25]([NH:27][C:28]4[CH:33]=[CH:32][C:31]([CH:34]([OH:43])[C:35]5[CH:40]=[C:39]([CH3:41])[CH:38]=[CH:37][N+:36]=5[O-:42])=[C:30]([C:44]([F:47])([F:45])[F:46])[CH:29]=4)=[O:26])=[CH:20][C:19]=3[CH:48]=2)=[CH:13][CH:14]=1)[CH2:2][CH2:3][CH3:4]. The catalyst class is: 26.